From a dataset of Forward reaction prediction with 1.9M reactions from USPTO patents (1976-2016). Predict the product of the given reaction. Given the reactants [O:1]=[C:2]1[NH:16][CH2:15][C:4]2([CH2:7][N:6]([C:8]([O:10][C:11]([CH3:14])([CH3:13])[CH3:12])=[O:9])[CH2:5]2)[CH2:3]1.I[C:18]1[CH:19]=[N:20][N:21]2[CH2:26][C@H:25]([CH3:27])[NH:24][CH2:23][C:22]=12.CN[C@@H]1CCCC[C@H]1NC.[O-]P([O-])([O-])=O.[K+].[K+].[K+], predict the reaction product. The product is: [CH3:27][C@H:25]1[CH2:26][N:21]2[N:20]=[CH:19][C:18]([N:16]3[C:2](=[O:1])[CH2:3][C:4]4([CH2:5][N:6]([C:8]([O:10][C:11]([CH3:13])([CH3:12])[CH3:14])=[O:9])[CH2:7]4)[CH2:15]3)=[C:22]2[CH2:23][NH:24]1.